Task: Predict which catalyst facilitates the given reaction.. Dataset: Catalyst prediction with 721,799 reactions and 888 catalyst types from USPTO (1) Reactant: Cl.CO[C:4](=[NH:23])[C:5]1[CH:10]=[CH:9][C:8]([CH2:11][N:12]2[C:20](=[O:21])[C:19]3[C:14](=[CH:15][CH:16]=[CH:17][CH:18]=3)[C:13]2=[O:22])=[CH:7][CH:6]=1.Cl.[NH2:25][CH:26]([CH2:30]N)[C:27]([OH:29])=[O:28].C(N(CC)CC)C.Cl. Product: [O:21]=[C:20]1[C:19]2[C:14](=[CH:15][CH:16]=[CH:17][CH:18]=2)[C:13](=[O:22])[N:12]1[CH2:11][C:8]1[CH:9]=[CH:10][C:5]([C:4]2[NH:23][CH2:30][CH:26]([C:27]([OH:29])=[O:28])[N:25]=2)=[CH:6][CH:7]=1. The catalyst class is: 5. (2) Reactant: C([N:8]1[CH2:13][CH2:12][CH:11]([CH2:14][S:15]([CH2:18][C:19]2[CH:24]=[CH:23][C:22]([O:25][CH3:26])=[CH:21][CH:20]=2)(=[O:17])=[O:16])[CH2:10][CH2:9]1)(OC(C)(C)C)=O.[ClH:27]. Product: [ClH:27].[NH:8]1[CH2:13][CH2:12][CH:11]([CH2:14][S:15]([CH2:18][C:19]2[CH:20]=[CH:21][C:22]([O:25][CH3:26])=[CH:23][CH:24]=2)(=[O:17])=[O:16])[CH2:10][CH2:9]1. The catalyst class is: 12. (3) Reactant: [CH2:1]([N:8]1[CH2:13][C:12](=O)[N:11]([C:15]2([C:18]3[CH:23]=[CH:22][CH:21]=[CH:20][N:19]=3)[CH2:17][CH2:16]2)[C:10](=O)[CH2:9]1)[C:2]1[CH:7]=[CH:6][CH:5]=[CH:4][CH:3]=1.[H-].[Al+3].[Li+].[H-].[H-].[H-]. Product: [CH2:1]([N:8]1[CH2:9][CH2:10][N:11]([C:15]2([C:18]3[CH:23]=[CH:22][CH:21]=[CH:20][N:19]=3)[CH2:16][CH2:17]2)[CH2:12][CH2:13]1)[C:2]1[CH:3]=[CH:4][CH:5]=[CH:6][CH:7]=1. The catalyst class is: 1. (4) Reactant: [Cl:1][C:2]1[N:3]=[CH:4][NH:5][C:6]=1[Cl:7].[OH-].[K+].[Br:10][CH2:11][CH3:12].[K+].[Br-].Br[CH2:16][CH2:17][C:18]1[CH:27]=[CH:26][C:25]2[C:20](=[CH:21][CH:22]=[CH:23][CH:24]=2)[CH:19]=1. Product: [Br-:10].[CH2:16]([N+:3]1[C:2]([Cl:1])=[C:6]([Cl:7])[N:5]([C:18]2([CH2:17][CH3:16])[CH:27]=[CH:26][C:25]3[C:20](=[CH:21][CH:22]=[CH:23][CH:24]=3)[CH2:19]2)[CH:4]=1)[CH2:17][CH2:18][CH2:19][CH2:20][CH2:21][CH2:22][CH2:23][CH2:11][CH3:12]. The catalyst class is: 10. (5) Reactant: FC(F)(F)C(O)=O.[O:8]1CCO[CH:9]1[CH2:13][N:14]1[C:23]2[C:18](=[N:19][CH:20]=[C:21]([O:24][CH3:25])[CH:22]=2)[CH:17]=[CH:16][C:15]1=[O:26].[OH-].[Na+]. Product: [CH3:25][O:24][C:21]1[CH:22]=[C:23]2[C:18]([CH:17]=[CH:16][C:15](=[O:26])[N:14]2[CH2:13][CH:9]=[O:8])=[N:19][CH:20]=1. The catalyst class is: 22.